Task: Predict the product of the given reaction.. Dataset: Forward reaction prediction with 1.9M reactions from USPTO patents (1976-2016) (1) Given the reactants [NH2:1][C:2]1[CH:11]=[CH:10][CH:9]=[C:8]2[C:3]=1[CH2:4][CH2:5][NH:6][CH2:7]2.[OH-].[Na+].[CH3:14][C:15]([O:18][C:19](O[C:19]([O:18][C:15]([CH3:17])([CH3:16])[CH3:14])=[O:20])=[O:20])([CH3:17])[CH3:16], predict the reaction product. The product is: [C:15]([O:18][C:19]([N:6]1[CH2:5][CH2:4][C:3]2[C:8](=[CH:9][CH:10]=[CH:11][C:2]=2[NH2:1])[CH2:7]1)=[O:20])([CH3:17])([CH3:16])[CH3:14]. (2) Given the reactants [F:1][C:2]1[CH:7]=[CH:6][C:5]([C:8]2[O:26][C:11]3[CH:12]=[C:13]([NH:21][S:22]([CH3:25])(=[O:24])=[O:23])[C:14]4[O:18][CH:17]([CH2:19][OH:20])[CH2:16][C:15]=4[C:10]=3[C:9]=2[C:27]([NH:29][CH3:30])=[O:28])=[CH:4][CH:3]=1.[C:31]([O-])([O-])=O.[K+].[K+].CI, predict the reaction product. The product is: [F:1][C:2]1[CH:7]=[CH:6][C:5]([C:8]2[O:26][C:11]3[CH:12]=[C:13]([N:21]([CH3:31])[S:22]([CH3:25])(=[O:23])=[O:24])[C:14]4[O:18][CH:17]([CH2:19][OH:20])[CH2:16][C:15]=4[C:10]=3[C:9]=2[C:27]([NH:29][CH3:30])=[O:28])=[CH:4][CH:3]=1.